This data is from Forward reaction prediction with 1.9M reactions from USPTO patents (1976-2016). The task is: Predict the product of the given reaction. (1) The product is: [C:26]([OH:25])(=[O:41])/[CH:29]=[CH:33]/[C:32]([OH:35])=[O:34].[F:1][C:2]1[CH:7]=[CH:6][CH:5]=[CH:4][C:3]=1[C:8]1[N:9]=[C:10]([CH2:22][NH:23][CH3:24])[S:11][C:12]=1[S:13]([C:16]1[CH:17]=[N:18][CH:19]=[CH:20][CH:21]=1)(=[O:14])=[O:15]. Given the reactants [F:1][C:2]1[CH:7]=[CH:6][CH:5]=[CH:4][C:3]=1[C:8]1[N:9]=[C:10]([CH2:22][N:23](C)[C:24](=O)[O:25][C:26]([CH3:29])(C)C)[S:11][C:12]=1[S:13]([C:16]1[CH:17]=[N:18][CH:19]=[CH:20][CH:21]=1)(=[O:15])=[O:14].[C:32]([O:35]CC)(=[O:34])[CH3:33].Cl.C([OH:41])C, predict the reaction product. (2) Given the reactants Br[C:2]1[CH:3]=[C:4]2[N:10]([CH:11]([CH2:14][CH3:15])[CH2:12][CH3:13])[C:9]([OH:16])=[N:8][C:5]2=[N:6][CH:7]=1.[Si]([C:21]#[CH:22])(C)(C)C.C(N(CC)CC)C.C1(P(=O)(C2C=CC=CC=2)C2C=CC=CC=2)C=CC=CC=1.[OH-].[K+].Cl, predict the reaction product. The product is: [C:21]([C:2]1[CH:3]=[C:4]2[N:10]([CH:11]([CH2:14][CH3:15])[CH2:12][CH3:13])[C:9]([OH:16])=[N:8][C:5]2=[N:6][CH:7]=1)#[CH:22]. (3) Given the reactants C([O:3][C:4]([CH:6]1[CH2:11][CH2:10][CH2:9][N:8]([CH:12]2[CH2:17][CH2:16][N:15]([CH2:18][C:19]3[C:20]([C:40]4[CH:45]=[CH:44][CH:43]=[CH:42][CH:41]=4)=[N:21][C:22]4[C:27]([C:28]=3[C:29](=[O:39])[NH:30][C@H:31]([CH:33]3[CH2:38][CH2:37][CH2:36][CH2:35][CH2:34]3)[CH3:32])=[CH:26][CH:25]=[CH:24][CH:23]=4)[CH2:14][CH2:13]2)[CH2:7]1)=[O:5])C.C(O)C.[OH-].[Li+].OS([O-])(=O)=O.[K+], predict the reaction product. The product is: [CH:33]1([C@@H:31]([NH:30][C:29]([C:28]2[C:27]3[C:22](=[CH:23][CH:24]=[CH:25][CH:26]=3)[N:21]=[C:20]([C:40]3[CH:41]=[CH:42][CH:43]=[CH:44][CH:45]=3)[C:19]=2[CH2:18][N:15]2[CH2:14][CH2:13][CH:12]([N:8]3[CH2:9][CH2:10][CH2:11][CH:6]([C:4]([OH:5])=[O:3])[CH2:7]3)[CH2:17][CH2:16]2)=[O:39])[CH3:32])[CH2:38][CH2:37][CH2:36][CH2:35][CH2:34]1. (4) Given the reactants C1(P(C2CCCCC2)C2C=CC=CC=2C2C(OC)=CC=CC=2OC)CCCCC1.C(=O)([O-])[O-].[K+].[K+].[CH:36]([C:38]1[CH:43]=[CH:42][CH:41]=[CH:40][C:39]=1B(O)O)=[O:37].[F:47][C:48]1[CH:49]=[CH:50][C:51]2[N:52]([CH:54]=[C:55]([C:57]([NH:59][C@H:60]3[CH2:65][CH2:64][C@@H:63]([N:66]4[C:71](=[O:72])[C:70]5[CH:73]=[C:74]([F:77])[CH:75]=[N:76][C:69]=5[N:68]([C:78]5[CH:83]=[CH:82][CH:81]=[C:80](I)[CH:79]=5)[C:67]4=[O:85])[CH2:62][CH2:61]3)=[O:58])[N:56]=2)[CH:53]=1, predict the reaction product. The product is: [F:47][C:48]1[CH:49]=[CH:50][C:51]2[N:52]([CH:54]=[C:55]([C:57]([NH:59][C@H:60]3[CH2:65][CH2:64][C@@H:63]([N:66]4[C:71](=[O:72])[C:70]5[CH:73]=[C:74]([F:77])[CH:75]=[N:76][C:69]=5[N:68]([C:78]5[CH:83]=[C:82]([C:39]6[CH:40]=[CH:41][CH:42]=[CH:43][C:38]=6[CH:36]=[O:37])[CH:81]=[CH:80][CH:79]=5)[C:67]4=[O:85])[CH2:62][CH2:61]3)=[O:58])[N:56]=2)[CH:53]=1. (5) Given the reactants Br[C:2]1[CH:3]=[C:4]([N:8]2[CH:12]=[C:11]([CH2:13][OH:14])[N:10]=[CH:9]2)[CH:5]=[CH:6][CH:7]=1.[CH:15]([Sn](CCCC)(CCCC)CCCC)=[CH2:16], predict the reaction product. The product is: [CH:15]([C:2]1[CH:3]=[C:4]([N:8]2[CH:12]=[C:11]([CH2:13][OH:14])[N:10]=[CH:9]2)[CH:5]=[CH:6][CH:7]=1)=[CH2:16]. (6) Given the reactants N1C=CC=CC=1.C(N1CCCOC(C[NH:22][C:23]2[CH:28]=[CH:27][CH:26]=[CH:25][CH:24]=2)C1)C1C=CC=CC=1.[CH:29]1([C:32](Cl)=[O:33])[CH2:31][CH2:30]1.C([O-])(O)=O.[Na+], predict the reaction product. The product is: [C:23]1([NH:22][C:32]([CH:29]2[CH2:31][CH2:30]2)=[O:33])[CH:28]=[CH:27][CH:26]=[CH:25][CH:24]=1. (7) Given the reactants [F:1][C:2]1[CH:7]=[CH:6][C:5](I)=[CH:4][C:3]=1[C@:9]1([CH2:20][F:21])[CH2:14][C@@H:13]([C:15]([F:18])([F:17])[F:16])[O:12][C:11]([NH2:19])=[N:10]1.[CH3:22][C:23]1[CH:27]=[C:26]([C:28]#[C:29][Si](C)(C)C)[S:25][N:24]=1, predict the reaction product. The product is: [F:1][C:2]1[CH:7]=[CH:6][C:5]([C:29]#[C:28][C:26]2[S:25][N:24]=[C:23]([CH3:22])[CH:27]=2)=[CH:4][C:3]=1[C@:9]1([CH2:20][F:21])[CH2:14][C@@H:13]([C:15]([F:18])([F:17])[F:16])[O:12][C:11]([NH2:19])=[N:10]1. (8) Given the reactants [C:1]([O:5][C:6]([N:8]1[C:13]([CH3:14])=[CH:12][C:11](Cl)=[CH:10][CH:9]1[CH2:16][CH2:17][CH2:18][CH2:19][CH2:20]C)=[O:7])([CH3:4])([CH3:3])[CH3:2].C(=O)([O-])[O-].[Li+].[Li+].[H][H], predict the reaction product. The product is: [C:1]([O:5][C:6]([N:8]1[C:13]([CH3:14])=[CH:12][CH2:11][CH2:10][CH:9]1[CH2:16][CH2:17][CH2:18][CH2:19][CH3:20])=[O:7])([CH3:4])([CH3:3])[CH3:2]. (9) Given the reactants [F:1][C:2]1[CH:7]=[CH:6][C:5](/[CH:8]=[CH:9]/[C:10]([OH:12])=O)=[CH:4][CH:3]=1.C(N(CC)CC)C.CC(C)(C)C(Cl)=O.[CH2:27]([C@H:34]1[CH2:38][O:37][C:36](=[O:39])[NH:35]1)[C:28]1[CH:33]=[CH:32][CH:31]=[CH:30][CH:29]=1.[Cl-].[Li+].O1CCNC1=O, predict the reaction product. The product is: [CH2:27]([C@H:34]1[CH2:38][O:37][C:36](=[O:39])[N:35]1[C:10](=[O:12])/[CH:9]=[CH:8]/[C:5]1[CH:4]=[CH:3][C:2]([F:1])=[CH:7][CH:6]=1)[C:28]1[CH:29]=[CH:30][CH:31]=[CH:32][CH:33]=1. (10) Given the reactants C([N:8]1[CH2:13][CH2:12][N:11]([C:14](=[O:16])[CH3:15])[CH:10]([C:17]2[CH:22]=[CH:21][CH:20]=[CH:19][CH:18]=2)[CH2:9]1)(OC(C)(C)C)=O.Cl, predict the reaction product. The product is: [C:14]([N:11]1[CH2:12][CH2:13][NH:8][CH2:9][CH:10]1[C:17]1[CH:22]=[CH:21][CH:20]=[CH:19][CH:18]=1)(=[O:16])[CH3:15].